From a dataset of Forward reaction prediction with 1.9M reactions from USPTO patents (1976-2016). Predict the product of the given reaction. Given the reactants C([O:8][C:9](=[O:22])[C:10]1[CH:15]=[CH:14][C:13]([N:16]2[CH2:21][CH2:20][NH:19][CH2:18][CH2:17]2)=[CH:12][CH:11]=1)C1C=CC=CC=1.Cl[C:24]1[CH:40]=[CH:39][C:27]([C:28]([NH:30][C:31]2[CH:36]=[CH:35][C:34]([CH3:37])=[C:33]([CH3:38])[CH:32]=2)=[O:29])=[CH:26][N:25]=1.C1(NC(C2C=CC(N3CCN(C4C=CC(C(O)=O)=CC=4)CC3)=NC=2)=O)C=CC=CC=1, predict the reaction product. The product is: [CH3:38][C:33]1[CH:32]=[C:31]([NH:30][C:28]([C:27]2[CH:39]=[CH:40][C:24]([N:19]3[CH2:18][CH2:17][N:16]([C:13]4[CH:12]=[CH:11][C:10]([C:9]([OH:8])=[O:22])=[CH:15][CH:14]=4)[CH2:21][CH2:20]3)=[N:25][CH:26]=2)=[O:29])[CH:36]=[CH:35][C:34]=1[CH3:37].